The task is: Regression. Given a peptide amino acid sequence and an MHC pseudo amino acid sequence, predict their binding affinity value. This is MHC class II binding data.. This data is from Peptide-MHC class II binding affinity with 134,281 pairs from IEDB. (1) The MHC is DRB1_0901 with pseudo-sequence DRB1_0901. The peptide sequence is LWNGPMAVSMTGVMR. The binding affinity (normalized) is 0.471. (2) The peptide sequence is ETALKKAITAMSE. The MHC is HLA-DQA10501-DQB10301 with pseudo-sequence HLA-DQA10501-DQB10301. The binding affinity (normalized) is 0.536.